From a dataset of Experimentally validated miRNA-target interactions with 360,000+ pairs, plus equal number of negative samples. Binary Classification. Given a miRNA mature sequence and a target amino acid sequence, predict their likelihood of interaction. (1) The miRNA is hsa-miR-877-3p with sequence UCCUCUUCUCCCUCCUCCCAG. The protein sequence of the target gene is MRLRTRKASQQSNQIQTQRTARAKRKYSEVDDSLPSGGEKPSKNETGLLSSIKKFIKGSTPKEERENPSKRSRIERDIDNNLITSTPRAGEKPNKQISRVRRKSQVNGEAGSYEMTNQHVKQNGKLEDNPSSGSPPRTTLLGTIFSPVFNFFSPANKNGTSGSDSPGQAVEAEEIVKQLDMEQVDEITTSTTTSTNGAAYSNQAVQVRPSLNNGLEEAEETVNRDIPPLTAPVTPDSGYSSAHAEATYEEDWEVFDPYYFIKHVPPLTEEQLNRKPALPLKTRSTPEFSLVLDLDETLVH.... Result: 1 (interaction). (2) The miRNA is hsa-miR-2114-5p with sequence UAGUCCCUUCCUUGAAGCGGUC. The protein sequence of the target gene is MPSGCHSSPPSGLRGDMASLVPLSPYLSPTVLLLVSCDLGFVRADRPPSPVNVTVTHLRANSATVSWDVPEGNIVIGYSISQQRQNGPGQRVIREVNTTTRACALWGLAEDSDYTVQVRSIGLRGESPPGPRVHFRTLKGSDRLPSNSSSPGDITVEGLDGERPLQTGEVVIIVVVLLMWAAVIGLFCRQYDIIKDNDSNNNPKEKGKGPEQSPQGRPVGTRQKKSPSINTIDV. Result: 0 (no interaction). (3) The miRNA is mmu-miR-27a-3p with sequence UUCACAGUGGCUAAGUUCCGC. The protein sequence of the target gene is MTQLYTYIRLLGACLFIISHVQGQNLDSMLHGTGMKSDLDQKKPENGVTLAPEDTLPFLKCYCSGHCPDDAINNTCITNGHCFAIIEEDDQGETTLTSGCMKYEGSDFQCKDSPKAQLRRTIECCRTNLCNQYLQPTLPPVVIGPFFDGSIRWLVVLISMAVCIVAMIIFSSCFCYKHYCKSISSRGRYNRDLEQDEAFIPVGESLKDLIDQSQSSGSGSGLPLLVQRTIAKQIQMVRQVGKGRYGEVWMGKWRGEKVAVKVFFTTEEASWFRETEIYQTVLMRHENILGFIAADIKGTG.... Result: 1 (interaction). (4) The miRNA is hsa-miR-4495 with sequence AAUGUAAACAGGCUUUUUGCU. The protein sequence of the target gene is MQTDSLSPSPNPVSPVPLNNPTSAPRYGTVIPNRIFVGGIDFKTNESDLRKFFSQYGSVKEVKIVNDRAGVSKGYGFVTFETQEDAQKILQEAEKLNYKDKKLNIGPAIRKQQVGIPRSSIMPAAGTMYLTTSTGYPYTYHNGVAYFHTPEVTSVPPPWPSRSVCSSPVMVAQPIYQQPAYHYQATTQYLPGQWQWSVPQPSASSAPFLYLQPSEVIYQPVEIAQDGGCVPPPLSLMETSVPEPYSDHGVQATYHQVYAPSAITMPAPVMQPEPIKTVWSIHY. Result: 0 (no interaction). (5) The miRNA is mmu-miR-3106-5p with sequence UGGCUCAUUUAGAAGCAGCCA. The protein sequence of the target gene is MGDTWAQLPWPGPPHSALLLVFFLLAAGVMHSDAGTSCPVLCTCRNQVVDCSNQRLFSVPPDLPMDTRNLSLAHNRIAAVPPGYLTCYMELRVLDLRNNSLMELPPGLFLHAKRLAHLDLSYNNLSHVPADMFREAHGLVHIDLSHNPWLRRVHPQAFQGLVHLRDLDLSYGGLAFLSLEALEGLPGLVTLQIGGNPWVCGCTMEPLLKWLRNRIQRCTADSQLAECRGPPEVEGAPLFSLTEESFKACHLTLTLDDYLFIAFVGFVVSIASVATNFLLGITANCCHRWSKANEEEEI. Result: 0 (no interaction). (6) The miRNA is hsa-miR-3130-5p with sequence UACCCAGUCUCCGGUGCAGCC. The protein sequence of the target gene is MNLLRRSGKRRRSESGSDSFSGSGGDSSASPQFLSGSVLSPPPGLGRCLKAAAAGECKPTVPDYERDKLLLANWGLPKAVLEKYHSFGVKKMFEWQAECLLLGQVLEGKNLVYSAPTSAGKTLVAELLILKRVLEMRKKALFILPFVSVAKEKKYYLQSLFQEVGIKVDGYMGSTSPSRHFSSLDIAVCTIERANGLINRLIEENKMDLLGMVVVDELHMLGDSHRGYLLELLLTKICYITRKSASCQADLASSLSNAVQIVGMSATLPNLELVASWLNAELYHTDFRPVPLLESVKVGN.... Result: 1 (interaction).